From a dataset of Forward reaction prediction with 1.9M reactions from USPTO patents (1976-2016). Predict the product of the given reaction. (1) Given the reactants C([O:3][C:4]([C:6]1[CH:7]=[CH:8][C:9]2[N:13]=[CH:12][NH:11][C:10]=2[CH:14]=1)=O)C.O.[NH2:16][NH2:17], predict the reaction product. The product is: [NH:11]1[C:10]2[CH:14]=[C:6]([C:4]([NH:16][NH2:17])=[O:3])[CH:7]=[CH:8][C:9]=2[N:13]=[CH:12]1. (2) Given the reactants [CH2:1]([C:8]([NH2:13])([CH2:11][CH3:12])[CH2:9][CH3:10])[C:2]1[CH:7]=[CH:6][CH:5]=[CH:4][CH:3]=1.ClC(Cl)(Cl)C1O[N:17]1[C:19]([O:21][C:22]([CH3:25])([CH3:24])[CH3:23])=[O:20], predict the reaction product. The product is: [CH2:1]([C:8]([NH:13][NH:17][C:19]([O:21][C:22]([CH3:25])([CH3:24])[CH3:23])=[O:20])([CH2:11][CH3:12])[CH2:9][CH3:10])[C:2]1[CH:7]=[CH:6][CH:5]=[CH:4][CH:3]=1.